This data is from Reaction yield outcomes from USPTO patents with 853,638 reactions. The task is: Predict the reaction yield, written as a fraction of the theoretical maximum amount of product (1.0 means a 100% yield; for example, 0.34 means a 34% yield). The reactants are [CH2:1]([C:3]1([CH3:23])[CH:8]([CH3:9])[CH:7]([OH:10])[CH2:6][C:5]([CH2:12][CH3:13])([CH3:11])[N:4]1[O:14][CH:15]([C:17]1[CH:22]=[CH:21][CH:20]=[CH:19][CH:18]=1)[CH3:16])[CH3:2].[C:24](Cl)(=[O:27])[CH:25]=[CH2:26].C(N(CC)CC)C. The catalyst is C1(C)C=CC=CC=1. The product is [CH2:1]([C:3]1([CH3:23])[CH:8]([CH3:9])[CH:7]([O:10][C:24](=[O:27])[CH:25]=[CH2:26])[CH2:6][C:5]([CH2:12][CH3:13])([CH3:11])[N:4]1[O:14][CH:15]([C:17]1[CH:18]=[CH:19][CH:20]=[CH:21][CH:22]=1)[CH3:16])[CH3:2]. The yield is 0.870.